This data is from Reaction yield outcomes from USPTO patents with 853,638 reactions. The task is: Predict the reaction yield, written as a fraction of the theoretical maximum amount of product (1.0 means a 100% yield; for example, 0.34 means a 34% yield). (1) The reactants are [F:1][C:2]([F:20])([F:19])[C:3]1[N:7]2[N:8]=[C:9]([N:12]3[CH2:17][CH2:16][C:15](=O)[CH2:14][CH2:13]3)[CH2:10][CH2:11][C:6]2=[N:5][N:4]=1.[NH:21]1[C:25]2=[N:26][CH:27]=[CH:28][CH:29]=[C:24]2[CH:23]=[CH:22]1. No catalyst specified. The product is [NH:21]1[C:25]2=[N:26][CH:27]=[CH:28][CH:29]=[C:24]2[C:23]([C:15]2[CH2:14][CH2:13][N:12]([C:9]3[CH2:10][CH2:11][C:6]4[N:7]([C:3]([C:2]([F:20])([F:19])[F:1])=[N:4][N:5]=4)[N:8]=3)[CH2:17][CH:16]=2)=[CH:22]1. The yield is 0.270. (2) The reactants are Cl.[Br:2][C:3]1[CH:4]=[C:5]([Cl:11])[C:6]([CH2:9][NH2:10])=[N:7][CH:8]=1.CCN(CC)CC.[C:19]1(=O)[O:24][C:22](=[O:23])[C:21]2=[CH:25][CH:26]=[CH:27][CH:28]=[C:20]12. The catalyst is C1(C)C=CC=CC=1. The product is [Br:2][C:3]1[CH:4]=[C:5]([Cl:11])[C:6]([CH2:9][N:10]2[C:22](=[O:23])[C:21]3[C:20](=[CH:28][CH:27]=[CH:26][CH:25]=3)[C:19]2=[O:24])=[N:7][CH:8]=1. The yield is 0.650. (3) The reactants are [Cl:1][C:2]1[CH:3]=[CH:4][C:5]2[S:9][CH:8]=[C:7]([CH2:10][N:11]3[C:19]4[C:14](=[CH:15][CH:16]=[CH:17][CH:18]=4)[C:13](=O)[C:12]3=[O:21])[C:6]=2[CH:22]=1.[F:23][C:24]([F:33])([F:32])[C:25]1[CH:26]=[C:27]([CH:29]=[CH:30][CH:31]=1)[NH2:28]. No catalyst specified. The product is [Cl:1][C:2]1[CH:3]=[CH:4][C:5]2[S:9][CH:8]=[C:7]([CH2:10][N:11]3[C:19]4[C:14](=[CH:15][CH:16]=[CH:17][CH:18]=4)[C:13](=[N:28][C:27]4[CH:29]=[CH:30][CH:31]=[C:25]([C:24]([F:23])([F:32])[F:33])[CH:26]=4)[C:12]3=[O:21])[C:6]=2[CH:22]=1. The yield is 0.180. (4) The reactants are [CH2:1]([O:8][C@@H:9]1[C@@H:14]([O:15][CH2:16][C:17]2[CH:22]=[CH:21][CH:20]=[CH:19][CH:18]=2)[C@H:13]([O:23][CH2:24][C:25]2[CH:30]=[CH:29][CH:28]=[CH:27][CH:26]=2)[C@@H:12]([CH2:31][O:32][CH2:33][C:34]2[CH:39]=[CH:38][CH:37]=[CH:36][CH:35]=2)[O:11][C:10]1([C:41]1[CH:49]=[C:48]([CH2:50][C:51]2[CH:56]=[CH:55][C:54]([O:57][CH3:58])=[CH:53][CH:52]=2)[C:47]([Br:59])=[C:46]2[C:42]=1[CH2:43][CH2:44][CH2:45]2)O)[C:2]1[CH:7]=[CH:6][CH:5]=[CH:4][CH:3]=1.C([SiH](CC)CC)C.B(F)(F)F.CCOCC.C([O-])([O-])=O.[K+].[K+]. The yield is 0.420. The catalyst is C(Cl)Cl. The product is [CH2:24]([O:23][C@H:13]1[C@H:14]([O:15][CH2:16][C:17]2[CH:18]=[CH:19][CH:20]=[CH:21][CH:22]=2)[C@@H:9]([O:8][CH2:1][C:2]2[CH:7]=[CH:6][CH:5]=[CH:4][CH:3]=2)[CH:10]([C:41]2[CH:49]=[C:48]([CH2:50][C:51]3[CH:52]=[CH:53][C:54]([O:57][CH3:58])=[CH:55][CH:56]=3)[C:47]([Br:59])=[C:46]3[C:42]=2[CH2:43][CH2:44][CH2:45]3)[O:11][C@@H:12]1[CH2:31][O:32][CH2:33][C:34]1[CH:35]=[CH:36][CH:37]=[CH:38][CH:39]=1)[C:25]1[CH:30]=[CH:29][CH:28]=[CH:27][CH:26]=1. (5) The yield is 0.920. The catalyst is CC#N. The product is [NH2:1][C:2]1[C:3]([C:8]([O:10][CH3:11])=[O:9])=[N:4][C:5]([Br:12])=[CH:6][N:7]=1. The reactants are [NH2:1][C:2]1[C:3]([C:8]([O:10][CH3:11])=[O:9])=[N:4][CH:5]=[CH:6][N:7]=1.[Br:12]N1C(=O)CCC1=O. (6) The reactants are C(OC([NH:8][C@H:9]1[C@@H:14]([N:15]2[CH:19]=[CH:18][N:17]=[N:16]2)[C@@H:13]([CH3:20])[CH2:12][N:11]([C:21]2[CH:26]=[CH:25][N:24]=[CH:23][C:22]=2[NH:27][C:28]([C:30]2[C:39]([NH:40]C(=O)OCC3C=CC=CC=3)=[CH:38][C:37]3[C:32](=[CH:33][C:34]([CH:51]=[CH2:52])=[CH:35][CH:36]=3)[N:31]=2)=[O:29])[CH2:10]1)=O)(C)(C)C.Cl.O1CCOCC1. The catalyst is CO.C1COCC1.[Pd]. The product is [NH2:40][C:39]1[C:30]([C:28]([NH:27][C:22]2[CH:23]=[N:24][CH:25]=[CH:26][C:21]=2[N:11]2[CH2:12][C@H:13]([CH3:20])[C@H:14]([N:15]3[CH:19]=[CH:18][N:17]=[N:16]3)[C@H:9]([NH2:8])[CH2:10]2)=[O:29])=[N:31][C:32]2[C:37]([CH:38]=1)=[CH:36][CH:35]=[C:34]([CH2:51][CH3:52])[CH:33]=2. The yield is 0.660. (7) The reactants are Cl[C:2]1[N:7]=[C:6]([C:8]2[N:12]3[CH:13]=[CH:14][CH:15]=[CH:16][C:11]3=[N:10][C:9]=2[C:17]2[CH:18]=[C:19]([CH:31]=[CH:32][CH:33]=2)[C:20]([NH:22][C:23]2[C:28]([F:29])=[CH:27][CH:26]=[CH:25][C:24]=2[F:30])=[O:21])[CH:5]=[CH:4][N:3]=1.[CH3:34][O:35][C:36]1[CH:41]=[C:40]([C@H:42]2[CH2:47][CH2:46][C@H:45]([N:48]3[CH2:53][CH2:52][N:51]([CH2:54][CH2:55][S:56]([CH3:59])(=[O:58])=[O:57])[CH2:50][CH2:49]3)[CH2:44][CH2:43]2)[CH:39]=[CH:38][C:37]=1[NH2:60].Cl.O1CCOCC1.C[O-].[Na+]. The catalyst is FC(F)(F)CO.CO.C(Cl)Cl.CCCCCC. The product is [F:30][C:24]1[CH:25]=[CH:26][CH:27]=[C:28]([F:29])[C:23]=1[NH:22][C:20](=[O:21])[C:19]1[CH:31]=[CH:32][CH:33]=[C:17]([C:9]2[N:10]=[C:11]3[CH:16]=[CH:15][CH:14]=[CH:13][N:12]3[C:8]=2[C:6]2[CH:5]=[CH:4][N:3]=[C:2]([NH:60][C:37]3[CH:38]=[CH:39][C:40]([C@H:42]4[CH2:43][CH2:44][C@H:45]([N:48]5[CH2:49][CH2:50][N:51]([CH2:54][CH2:55][S:56]([CH3:59])(=[O:58])=[O:57])[CH2:52][CH2:53]5)[CH2:46][CH2:47]4)=[CH:41][C:36]=3[O:35][CH3:34])[N:7]=2)[CH:18]=1. The yield is 0.560.